This data is from NCI-60 drug combinations with 297,098 pairs across 59 cell lines. The task is: Regression. Given two drug SMILES strings and cell line genomic features, predict the synergy score measuring deviation from expected non-interaction effect. (1) Drug 1: CC1C(C(=O)NC(C(=O)N2CCCC2C(=O)N(CC(=O)N(C(C(=O)O1)C(C)C)C)C)C(C)C)NC(=O)C3=C4C(=C(C=C3)C)OC5=C(C(=O)C(=C(C5=N4)C(=O)NC6C(OC(=O)C(N(C(=O)CN(C(=O)C7CCCN7C(=O)C(NC6=O)C(C)C)C)C)C(C)C)C)N)C. Drug 2: C1=NC2=C(N=C(N=C2N1C3C(C(C(O3)CO)O)O)F)N. Cell line: CCRF-CEM. Synergy scores: CSS=50.0, Synergy_ZIP=5.19, Synergy_Bliss=8.73, Synergy_Loewe=4.22, Synergy_HSA=7.65. (2) Drug 1: C1=C(C(=O)NC(=O)N1)N(CCCl)CCCl. Drug 2: CC1=CC=C(C=C1)C2=CC(=NN2C3=CC=C(C=C3)S(=O)(=O)N)C(F)(F)F. Cell line: SK-MEL-5. Synergy scores: CSS=1.37, Synergy_ZIP=-8.36, Synergy_Bliss=-10.5, Synergy_Loewe=-16.9, Synergy_HSA=-11.9. (3) Drug 1: CNC(=O)C1=CC=CC=C1SC2=CC3=C(C=C2)C(=NN3)C=CC4=CC=CC=N4. Drug 2: COC1=NC(=NC2=C1N=CN2C3C(C(C(O3)CO)O)O)N. Cell line: T-47D. Synergy scores: CSS=-1.98, Synergy_ZIP=1.22, Synergy_Bliss=0.596, Synergy_Loewe=-2.30, Synergy_HSA=-1.06. (4) Drug 1: CC1=C(C=C(C=C1)NC(=O)C2=CC=C(C=C2)CN3CCN(CC3)C)NC4=NC=CC(=N4)C5=CN=CC=C5. Drug 2: CC1C(C(CC(O1)OC2CC(CC3=C2C(=C4C(=C3O)C(=O)C5=C(C4=O)C(=CC=C5)OC)O)(C(=O)CO)O)N)O.Cl. Cell line: OVCAR3. Synergy scores: CSS=19.0, Synergy_ZIP=-0.918, Synergy_Bliss=-2.05, Synergy_Loewe=-21.4, Synergy_HSA=-3.90.